This data is from Full USPTO retrosynthesis dataset with 1.9M reactions from patents (1976-2016). The task is: Predict the reactants needed to synthesize the given product. (1) Given the product [OH:8][C:9]1[CH:10]=[CH:11][C:12]2[O:16][C@@H:15]3[C@@H:17]([C:18]([O:20][CH2:21][CH3:22])=[O:19])[C@@H:14]3[C:13]=2[CH:23]=1, predict the reactants needed to synthesize it. The reactants are: C1(O)C=CC=CC=1.[OH:8][C:9]1[CH:10]=[CH:11][C:12]2[O:16][CH:15]3[CH:17]([C:18]([O:20][CH2:21][CH3:22])=[O:19])[CH:14]3[C:13]=2[CH:23]=1. (2) Given the product [C:27]([O:31][C:32]([N:8]1[C:9]2[C:5](=[CH:4][CH:3]=[C:2]([Cl:1])[CH:10]=2)/[C:6](=[CH:12]/[C:13]2[CH:18]=[C:17]([Cl:19])[CH:16]=[CH:15][C:14]=2[O:20][CH2:21][C:22]2([CH3:26])[CH2:23][O:24][CH2:25]2)/[C:7]1=[O:11])=[O:33])([CH3:30])([CH3:29])[CH3:28], predict the reactants needed to synthesize it. The reactants are: [Cl:1][C:2]1[CH:10]=[C:9]2[C:5](/[C:6](=[CH:12]/[C:13]3[CH:18]=[C:17]([Cl:19])[CH:16]=[CH:15][C:14]=3[O:20][CH2:21][C:22]3([CH3:26])[CH2:25][O:24][CH2:23]3)/[C:7](=[O:11])[NH:8]2)=[CH:4][CH:3]=1.[C:27]([O:31][C:32](O[C:32]([O:31][C:27]([CH3:30])([CH3:29])[CH3:28])=[O:33])=[O:33])([CH3:30])([CH3:29])[CH3:28]. (3) Given the product [C:62]([O:61][C@@H:55]([C:46]1[C:45]([CH3:66])=[CH:44][C:42]2[N:43]=[C:39]([C:2]3[CH:7]=[CH:6][C:5]([F:8])=[C:4]([N+:9]([O-:11])=[O:10])[CH:3]=3)[S:40][C:41]=2[C:47]=1[C:48]1[CH:49]=[CH:50][C:51]([Cl:54])=[CH:52][CH:53]=1)[C:56]([O:58][CH2:59][CH3:60])=[O:57])([CH3:63])([CH3:64])[CH3:65], predict the reactants needed to synthesize it. The reactants are: Br[C:2]1[CH:7]=[CH:6][C:5]([F:8])=[C:4]([N+:9]([O-:11])=[O:10])[CH:3]=1.B1(B2OC(C)(C)C(C)(C)O2)OC(C)(C)C(C)(C)O1.C(Cl)Cl.CC([O-])=O.[K+].Br[C:39]1[S:40][C:41]2[C:47]([C:48]3[CH:53]=[CH:52][C:51]([Cl:54])=[CH:50][CH:49]=3)=[C:46]([C@H:55]([O:61][C:62]([CH3:65])([CH3:64])[CH3:63])[C:56]([O:58][CH2:59][CH3:60])=[O:57])[C:45]([CH3:66])=[CH:44][C:42]=2[N:43]=1.C([O-])([O-])=O.[K+].[K+]. (4) Given the product [CH3:4][O:5][C:6]([C:8]1[CH:9]=[C:10]([CH3:35])[C:11]2[O:17][C:16]3[C:18]([Cl:31])=[CH:19][C:20]([N:22]([CH2:1][CH3:2])[CH2:23][CH2:24][N:25]4[CH2:26][CH2:27][CH2:28][CH2:29][CH2:30]4)=[CH:21][C:15]=3[CH2:14][S:13](=[O:32])(=[O:33])[C:12]=2[CH:34]=1)=[O:7], predict the reactants needed to synthesize it. The reactants are: [CH:1](=O)[CH3:2].[CH3:4][O:5][C:6]([C:8]1[CH:9]=[C:10]([CH3:35])[C:11]2[O:17][C:16]3[C:18]([Cl:31])=[CH:19][C:20]([NH:22][CH2:23][CH2:24][N:25]4[CH2:30][CH2:29][CH2:28][CH2:27][CH2:26]4)=[CH:21][C:15]=3[CH2:14][S:13](=[O:33])(=[O:32])[C:12]=2[CH:34]=1)=[O:7].C(O)(C(F)(F)F)=O.C([BH3-])#N.[Na+].